From a dataset of Forward reaction prediction with 1.9M reactions from USPTO patents (1976-2016). Predict the product of the given reaction. (1) Given the reactants [O:1]1[C:5]2[CH:6]=[CH:7][CH:8]=[CH:9][C:4]=2[O:3][CH2:2]1.C([Li])(CC)C.C(O[B:19]1[O:23][C:22]([CH3:25])([CH3:24])[C:21]([CH3:27])([CH3:26])[O:20]1)(C)C, predict the reaction product. The product is: [O:1]1[C:5]2[CH:6]=[CH:7][CH:8]=[C:9]([B:19]3[O:23][C:22]([CH3:25])([CH3:24])[C:21]([CH3:27])([CH3:26])[O:20]3)[C:4]=2[O:3][CH2:2]1. (2) Given the reactants [CH2:1]([N:8]([CH2:27][C:28]1[CH:33]=[CH:32][CH:31]=[CH:30][CH:29]=1)[C@@H:9]([CH2:16][C:17]1[CH:22]=[CH:21][C:20]([C:23]([F:26])([F:25])[F:24])=[CH:19][CH:18]=1)[C:10](N(OC)C)=[O:11])[C:2]1[CH:7]=[CH:6][CH:5]=[CH:4][CH:3]=1.[CH3:34][Mg]Br.CCOCC, predict the reaction product. The product is: [CH2:27]([N:8]([CH2:1][C:2]1[CH:7]=[CH:6][CH:5]=[CH:4][CH:3]=1)[C@@H:9]([CH2:16][C:17]1[CH:18]=[CH:19][C:20]([C:23]([F:26])([F:25])[F:24])=[CH:21][CH:22]=1)[C:10](=[O:11])[CH3:34])[C:28]1[CH:33]=[CH:32][CH:31]=[CH:30][CH:29]=1. (3) Given the reactants [Br:1][C:2]1[CH:3]=[C:4]([N+:11]([O-:13])=[O:12])[CH:5]=[C:6]2[C:10]=1[NH:9][CH:8]=[CH:7]2.[CH3:14][C:15]([CH3:18])([O-])[CH3:16].[K+].ICC(C)C.Cl, predict the reaction product. The product is: [Br:1][C:2]1[CH:3]=[C:4]([N+:11]([O-:13])=[O:12])[CH:5]=[C:6]2[C:10]=1[N:9]([CH2:14][CH:15]([CH3:18])[CH3:16])[CH:8]=[CH:7]2. (4) The product is: [CH3:1][C:2]1[N:7]=[C:6]([N:8]2[C:17]3[C:12](=[CH:13][CH:14]=[CH:15][CH:16]=3)[N:11]=[C:10]([C:18]([OH:20])=[O:19])[C:9]2=[O:23])[CH:5]=[CH:4][CH:3]=1. Given the reactants [CH3:1][C:2]1[N:7]=[C:6]([N:8]2[C:17]3[C:12](=[CH:13][CH:14]=[CH:15][CH:16]=3)[N:11]=[C:10]([C:18]([O:20]CC)=[O:19])[C:9]2=[O:23])[CH:5]=[CH:4][CH:3]=1.C(=O)([O-])[O-].[K+].[K+], predict the reaction product. (5) The product is: [I-:23].[CH2:14]([O:13][C:12]([NH:11][C:2]([CH3:1])([CH3:3])[CH2:4][CH2:5][N+:6]1([CH3:22])[CH2:10][CH2:9][CH2:8][CH2:7]1)=[O:21])[C:15]1[CH:16]=[CH:17][CH:18]=[CH:19][CH:20]=1. Given the reactants [CH3:1][C:2]([NH:11][C:12](=[O:21])[O:13][CH2:14][C:15]1[CH:20]=[CH:19][CH:18]=[CH:17][CH:16]=1)([CH2:4][CH2:5][N:6]1[CH2:10][CH2:9][CH2:8][CH2:7]1)[CH3:3].[CH3:22][I:23], predict the reaction product. (6) Given the reactants [O:1]1CCO[CH:2]1[C:6]1[CH:7]=[C:8]([NH:12][C:13](=[O:21])[C:14]2[CH:19]=[C:18]([CH3:20])[CH:17]=[N:16][CH:15]=2)[CH:9]=[CH:10][CH:11]=1.Cl.O.[OH-].[Na+], predict the reaction product. The product is: [CH:2]([C:6]1[CH:7]=[C:8]([NH:12][C:13](=[O:21])[C:14]2[CH:19]=[C:18]([CH3:20])[CH:17]=[N:16][CH:15]=2)[CH:9]=[CH:10][CH:11]=1)=[O:1]. (7) Given the reactants Br[C:2]1[C:11]([O:12][CH3:13])=[CH:10][CH:9]=[C:8]2[C:3]=1[CH:4]=[CH:5][CH:6]=[N:7]2.[CH3:14][N:15]1[CH:19]=[C:18](B2OC(C)(C)C(C)(C)O2)[CH:17]=[N:16]1.C([O-])([O-])=O.[Na+].[Na+].O, predict the reaction product. The product is: [CH3:13][O:12][C:11]1[C:2]([C:18]2[CH:17]=[N:16][N:15]([CH3:14])[CH:19]=2)=[C:3]2[C:8](=[CH:9][CH:10]=1)[N:7]=[CH:6][CH:5]=[CH:4]2.